Dataset: Forward reaction prediction with 1.9M reactions from USPTO patents (1976-2016). Task: Predict the product of the given reaction. (1) Given the reactants [C:1]([O:5][C:6](=[O:32])[CH2:7][C@H:8]([C:18]1[O:22][N:21]=[C:20]([C:23]([N:25]2[CH2:28][CH:27]([C:29]([OH:31])=[O:30])[CH2:26]2)=[O:24])[N:19]=1)[CH2:9][CH2:10][CH2:11][CH:12]1[CH2:17][CH2:16][CH2:15][CH2:14][CH2:13]1)([CH3:4])([CH3:3])[CH3:2].[CH3:33]N1CCOCC1.ClC(OCC(C)C)=O, predict the reaction product. The product is: [C:1]([O:5][C:6](=[O:32])[CH2:7][C@H:8]([C:18]1[O:22][N:21]=[C:20]([C:23]([N:25]2[CH2:28][CH:27]([C:29]([O:31][CH3:33])=[O:30])[CH2:26]2)=[O:24])[N:19]=1)[CH2:9][CH2:10][CH2:11][CH:12]1[CH2:17][CH2:16][CH2:15][CH2:14][CH2:13]1)([CH3:4])([CH3:2])[CH3:3]. (2) Given the reactants [C:1]([C:3]1[N:8]=[CH:7][C:6]([NH:9][C:10](=[O:18])OC2C=CC=CC=2)=[CH:5][CH:4]=1)#[N:2].[Cl:19][C:20]1[CH:21]=[C:22]([N:26]2[C:30]([CH2:31][NH2:32])=[CH:29][C:28]([C:33]([F:36])([F:35])[F:34])=[N:27]2)[CH:23]=[CH:24][CH:25]=1, predict the reaction product. The product is: [Cl:19][C:20]1[CH:21]=[C:22]([N:26]2[C:30]([CH2:31][NH:32][C:10]([NH:9][C:6]3[CH:7]=[N:8][C:3]([C:1]#[N:2])=[CH:4][CH:5]=3)=[O:18])=[CH:29][C:28]([C:33]([F:34])([F:35])[F:36])=[N:27]2)[CH:23]=[CH:24][CH:25]=1. (3) Given the reactants [CH2:1]([C:5]1[O:6][C:7]2[CH:22]=[CH:21][C:20]([N+:23]([O-:25])=[O:24])=[CH:19][C:8]=2[C:9]=1[C:10](=[O:18])[C:11]1[CH:16]=[CH:15][C:14]([OH:17])=[CH:13][CH:12]=1)[CH2:2][CH2:3][CH3:4].C(=O)([O-])[O-].[K+].[K+].Cl[CH2:33][CH2:34][CH2:35][N:36]([CH2:41][CH2:42][CH2:43][CH3:44])[CH2:37][CH2:38][CH2:39][CH3:40].[OH-].[Na+], predict the reaction product. The product is: [CH2:1]([C:5]1[O:6][C:7]2[CH:22]=[CH:21][C:20]([N+:23]([O-:25])=[O:24])=[CH:19][C:8]=2[C:9]=1[C:10](=[O:18])[C:11]1[CH:12]=[CH:13][C:14]([O:17][CH2:33][CH2:34][CH2:35][N:36]([CH2:41][CH2:42][CH2:43][CH3:44])[CH2:37][CH2:38][CH2:39][CH3:40])=[CH:15][CH:16]=1)[CH2:2][CH2:3][CH3:4]. (4) Given the reactants [F:1][C:2]1[CH:7]=[CH:6][C:5]([F:8])=[CH:4][C:3]=1[NH:9][C:10](=[O:12])[CH3:11].[N+:13]([O-])([OH:15])=[O:14], predict the reaction product. The product is: [F:1][C:2]1[CH:7]=[C:6]([N+:13]([O-:15])=[O:14])[C:5]([F:8])=[CH:4][C:3]=1[NH:9][C:10](=[O:12])[CH3:11].